This data is from Forward reaction prediction with 1.9M reactions from USPTO patents (1976-2016). The task is: Predict the product of the given reaction. (1) Given the reactants [CH3:1][O:2][C:3]1[CH:4]=[CH:5][C:6]([NH:9][C:10]([NH2:12])=[S:11])=[N:7][CH:8]=1.Br[CH2:14][C:15]([C:17]1[CH:22]=[CH:21][N:20]=[CH:19][CH:18]=1)=O, predict the reaction product. The product is: [CH3:1][O:2][C:3]1[CH:4]=[CH:5][C:6]([NH:9][C:10]2[S:11][CH:14]=[C:15]([C:17]3[CH:22]=[CH:21][N:20]=[CH:19][CH:18]=3)[N:12]=2)=[N:7][CH:8]=1. (2) Given the reactants [Li+].[BH4-].[F:3][C:4]([F:20])([C:10]1[CH:15]=[CH:14][C:13]([C:16]([F:19])([F:18])[F:17])=[CH:12][CH:11]=1)[C:5](OCC)=[O:6], predict the reaction product. The product is: [F:3][C:4]([F:20])([C:10]1[CH:11]=[CH:12][C:13]([C:16]([F:17])([F:18])[F:19])=[CH:14][CH:15]=1)[CH2:5][OH:6]. (3) Given the reactants [Br:1][C:2]1[CH:7]=[CH:6][C:5]([C:8]2[C:9]3[CH:18]=[CH:17][N:16](S(C4C=CC(C)=CC=4)(=O)=O)[C:10]=3[C:11](=[O:15])[N:12]([CH3:14])[CH:13]=2)=[C:4]([O:29][CH3:30])[CH:3]=1.[OH-].[K+].O, predict the reaction product. The product is: [Br:1][C:2]1[CH:7]=[CH:6][C:5]([C:8]2[C:9]3[CH:18]=[CH:17][NH:16][C:10]=3[C:11](=[O:15])[N:12]([CH3:14])[CH:13]=2)=[C:4]([O:29][CH3:30])[CH:3]=1. (4) Given the reactants [NH2:1][CH2:2][CH2:3][NH:4][C:5](=[O:11])[O:6][C:7]([CH3:10])([CH3:9])[CH3:8].[C:12]1([CH2:18][C:19](Cl)=[O:20])[CH:17]=[CH:16][CH:15]=[CH:14][CH:13]=1, predict the reaction product. The product is: [C:12]1([CH2:18][C:19]([NH:1][CH2:2][CH2:3][NH:4][C:5](=[O:11])[O:6][C:7]([CH3:8])([CH3:10])[CH3:9])=[O:20])[CH:17]=[CH:16][CH:15]=[CH:14][CH:13]=1. (5) Given the reactants [C:1]([N:4]1[CH2:9][CH2:8][CH:7]([OH:10])[CH2:6][CH2:5]1)(=[O:3])[CH3:2].[H-].[Na+].[Br:13][C:14]1[CH:15]=[N:16][CH:17]=[C:18]([CH2:20]Br)[CH:19]=1, predict the reaction product. The product is: [Br:13][C:14]1[CH:19]=[C:18]([CH2:20][O:10][CH:7]2[CH2:8][CH2:9][N:4]([C:1](=[O:3])[CH3:2])[CH2:5][CH2:6]2)[CH:17]=[N:16][CH:15]=1. (6) Given the reactants Cl.[Cl:2][C:3]1[CH:26]=[CH:25][C:6]([C:7]([N:9]([C@@H:11]2[CH2:16][CH2:15][NH:14][CH2:13][C@H:12]2[C:17]2[CH:22]=[CH:21][C:20]([Cl:23])=[C:19]([Cl:24])[CH:18]=2)[CH3:10])=[O:8])=[CH:5][CH:4]=1.[CH:27]([CH:29]1[CH2:34][CH2:33][N:32]([C:35]([O:37][C:38]([CH3:41])([CH3:40])[CH3:39])=[O:36])[CH2:31][CH2:30]1)=O.C(N(CC)CC)C.C(O[BH-](OC(=O)C)OC(=O)C)(=O)C.[Na+], predict the reaction product. The product is: [Cl:2][C:3]1[CH:4]=[CH:5][C:6]([C:7]([N:9]([CH3:10])[C@@H:11]2[CH2:16][CH2:15][N:14]([CH2:27][CH:29]3[CH2:34][CH2:33][N:32]([C:35]([O:37][C:38]([CH3:39])([CH3:41])[CH3:40])=[O:36])[CH2:31][CH2:30]3)[CH2:13][C@H:12]2[C:17]2[CH:22]=[CH:21][C:20]([Cl:23])=[C:19]([Cl:24])[CH:18]=2)=[O:8])=[CH:25][CH:26]=1. (7) The product is: [C:28]([O:27][C:25]([N:23]1[CH2:22][CH2:21][C:15]2[N:16]=[C:17]([O:19][CH3:20])[N:18]=[C:13]([O:12][S:7]([C:4]3[CH:5]=[CH:6][C:1]([CH3:11])=[CH:2][CH:3]=3)(=[O:9])=[O:8])[C:14]=2[CH2:24]1)=[O:26])([CH3:31])([CH3:30])[CH3:29]. Given the reactants [C:1]1([CH3:11])[CH:6]=[CH:5][C:4]([S:7](Cl)(=[O:9])=[O:8])=[CH:3][CH:2]=1.[OH:12][C:13]1[C:14]2[CH2:24][N:23]([C:25]([O:27][C:28]([CH3:31])([CH3:30])[CH3:29])=[O:26])[CH2:22][CH2:21][C:15]=2[N:16]=[C:17]([O:19][CH3:20])[N:18]=1.C(N(CC)CC)C.O, predict the reaction product.